Predict the product of the given reaction. From a dataset of Forward reaction prediction with 1.9M reactions from USPTO patents (1976-2016). Given the reactants O1CCCC1.[Br:6][C:7]1[CH:8]=[N:9][CH:10]=[C:11]([N+:14]([O-:16])=[O:15])[C:12]=1Cl.C(N(CC)CC)C.[NH:24]1[CH2:29][CH2:28][CH:27]([CH2:30][NH:31][C:32](=[O:38])[O:33][C:34]([CH3:37])([CH3:36])[CH3:35])[CH2:26][CH2:25]1, predict the reaction product. The product is: [Br:6][C:7]1[CH:8]=[N:9][CH:10]=[C:11]([N+:14]([O-:16])=[O:15])[C:12]=1[N:24]1[CH2:29][CH2:28][CH:27]([CH2:30][NH:31][C:32](=[O:38])[O:33][C:34]([CH3:36])([CH3:35])[CH3:37])[CH2:26][CH2:25]1.